This data is from Full USPTO retrosynthesis dataset with 1.9M reactions from patents (1976-2016). The task is: Predict the reactants needed to synthesize the given product. (1) Given the product [O:32]=[S:21]1(=[O:20])[CH2:25][CH2:24][CH:23]([N:26]2[CH2:31][CH2:30][N:29]([C:2]3[N:7]=[CH:6][N:5]=[C:4]([NH2:8])[CH:3]=3)[CH2:28][CH2:27]2)[CH2:22]1, predict the reactants needed to synthesize it. The reactants are: Cl[C:2]1[N:7]=[CH:6][N:5]=[C:4]([NH2:8])[CH:3]=1.CCN(C(C)C)C(C)C.[Cl-].[Cl-].[O:20]=[S:21]1(=[O:32])[CH2:25][CH2:24][CH:23]([NH+:26]2[CH2:31][CH2:30][NH2+:29][CH2:28][CH2:27]2)[CH2:22]1.Cl. (2) Given the product [C:9]([C:10]1[S:14][C:13]([NH:15][C:16]2[CH:21]=[CH:20][CH:19]=[C:18]([CH2:22][N:23]3[CH2:24][CH2:25][O:26][CH2:27][CH2:28]3)[N:17]=2)=[C:12]([C:29]([NH2:31])=[O:30])[CH:11]=1)#[CH:8], predict the reactants needed to synthesize it. The reactants are: [Si]([C:8]#[C:9][C:10]1[S:14][C:13]([NH:15][C:16]2[CH:21]=[CH:20][CH:19]=[C:18]([CH2:22][N:23]3[CH2:28][CH2:27][O:26][CH2:25][CH2:24]3)[N:17]=2)=[C:12]([C:29]([NH2:31])=[O:30])[CH:11]=1)(C(C)(C)C)(C)C.CCCC[N+](CCCC)(CCCC)CCCC.[F-]. (3) Given the product [C:19]([C:17]1[CH:16]=[C:11]([CH:10]=[C:9]([O:8][CH2:7][C:6]([CH3:24])([CH3:23])[CH2:5][OH:4])[CH:18]=1)[C:12]([OH:14])=[O:13])([CH3:22])([CH3:20])[CH3:21], predict the reactants needed to synthesize it. The reactants are: C([O:4][CH2:5][C:6]([CH3:24])([CH3:23])[CH2:7][O:8][C:9]1[CH:10]=[C:11]([CH:16]=[C:17]([C:19]([CH3:22])([CH3:21])[CH3:20])[CH:18]=1)[C:12]([O:14]C)=[O:13])(=O)C.[OH-].[Li+].Cl. (4) The reactants are: Br[C:2]1[CH:9]=[CH:8][C:5]([C:6]#[N:7])=[CH:4][C:3]=1[CH3:10].[F:11][C:12]([F:23])([F:22])[C:13]1[CH:18]=[CH:17][C:16](B(O)O)=[CH:15][CH:14]=1.C(=O)([O-])[O-].[K+].[K+].O1CCOCC1. Given the product [CH3:10][C:3]1[CH:4]=[C:5]([C:6]#[N:7])[CH:8]=[CH:9][C:2]=1[C:16]1[CH:17]=[CH:18][C:13]([C:12]([F:23])([F:22])[F:11])=[CH:14][CH:15]=1, predict the reactants needed to synthesize it. (5) Given the product [O:10]=[C:1]1[C:2]2[CH:8]=[CH:7][CH:6]=[CH:5][C:3]=2[S:4][C:12]([C:14]2[CH:25]=[CH:24][C:17]([C:18]([NH:20][CH2:21][CH2:22][CH3:23])=[O:19])=[CH:16][N:15]=2)=[N:13]1, predict the reactants needed to synthesize it. The reactants are: [C:1]([O:10]C)(=O)[C:2]1[C:3](=[CH:5][CH:6]=[CH:7][CH:8]=1)[SH:4].[C:12]([C:14]1[CH:25]=[CH:24][C:17]([C:18]([NH:20][CH2:21][CH2:22][CH3:23])=[O:19])=[CH:16][N:15]=1)#[N:13].C(N(CC)CC)C. (6) Given the product [Br:1][C:2]1[C:6]2[C:7]([NH2:11])=[N:8][CH:9]=[CH:10][C:5]=2[N:4]([C@@H:23]2[CH2:28][CH2:27][CH2:26][NH:25][CH2:24]2)[N:3]=1, predict the reactants needed to synthesize it. The reactants are: [Br:1][C:2]1[C:6]2[C:7]([NH:11]CC3C=CC(OC)=CC=3OC)=[N:8][CH:9]=[CH:10][C:5]=2[N:4]([C@@H:23]2[CH2:28][CH2:27][CH2:26][N:25](C(OC(C)(C)C)=O)[CH2:24]2)[N:3]=1.C(O)(C(F)(F)F)=O.C([SiH](CC)CC)C. (7) Given the product [NH2:1][C:2]1[C:11]2[N:12]=[C:13]([CH2:20][O:21][CH2:22][CH3:23])[N:14]([CH2:15][C:16]([CH3:18])([OH:19])[CH3:17])[C:10]=2[C:9]2[CH:8]=[CH:7][C:6]([O:24][CH2:33][C:32]#[CH:31])=[CH:5][C:4]=2[N:3]=1, predict the reactants needed to synthesize it. The reactants are: [NH2:1][C:2]1[C:11]2[N:12]=[C:13]([CH2:20][O:21][CH2:22][CH3:23])[N:14]([CH2:15][C:16]([OH:19])([CH3:18])[CH3:17])[C:10]=2[C:9]2[CH:8]=[CH:7][C:6]([OH:24])=[CH:5][C:4]=2[N:3]=1.C(=O)([O-])[O-].[Cs+].[Cs+].[CH2:31](Br)[C:32]#[CH:33].C(=O)([O-])[O-].[K+].[K+].